Dataset: Forward reaction prediction with 1.9M reactions from USPTO patents (1976-2016). Task: Predict the product of the given reaction. Given the reactants F[C@H]1CNC[C@H](NC2C3C=CNC=3N=CN=2)C1.[CH2:18]([N:25]1[CH2:30][C@H:29]([F:31])[CH2:28][C@@H:27]([NH:32][C:33]2[C:34]3[CH:42]=[CH:41][NH:40][C:35]=3[N:36]=[C:37](Cl)[N:38]=2)[CH2:26]1)[C:19]1C=CC=C[CH:20]=1.C[OH:44], predict the reaction product. The product is: [N:36]1[C:35]2[NH:40][CH:41]=[CH:42][C:34]=2[C:33]([NH:32][C@@H:27]2[CH2:28][C@@H:29]([F:31])[CH2:30][N:25]([C:18](=[O:44])[CH:19]=[CH2:20])[CH2:26]2)=[N:38][CH:37]=1.